Task: Predict the reaction yield, written as a fraction of the theoretical maximum amount of product (1.0 means a 100% yield; for example, 0.34 means a 34% yield).. Dataset: Reaction yield outcomes from USPTO patents with 853,638 reactions (1) The reactants are Cl[C:2]1[N:3]=[C:4]([NH:19][C:20]2([C:23]([F:26])([F:25])[F:24])[CH2:22][CH2:21]2)[C:5]2[N:11]=[C:10]([C:12]3[CH:17]=[CH:16][C:15]([F:18])=[CH:14][CH:13]=3)[CH:9]=[CH:8][C:6]=2[N:7]=1.Cl.[NH2:28][CH2:29][C:30]1[CH:35]=[CH:34][C:33]([S:36]([NH2:39])(=[O:38])=[O:37])=[CH:32][CH:31]=1.C(N(C(C)C)CC)(C)C.C(O)(C(F)(F)F)=O. The catalyst is CN1C(=O)CCC1. The product is [F:18][C:15]1[CH:16]=[CH:17][C:12]([C:10]2[CH:9]=[CH:8][C:6]3[N:7]=[C:2]([NH:28][CH2:29][C:30]4[CH:31]=[CH:32][C:33]([S:36]([NH2:39])(=[O:37])=[O:38])=[CH:34][CH:35]=4)[N:3]=[C:4]([NH:19][C:20]4([C:23]([F:26])([F:25])[F:24])[CH2:22][CH2:21]4)[C:5]=3[N:11]=2)=[CH:13][CH:14]=1. The yield is 0.410. (2) The reactants are [Cl:1][C:2]1[CH:31]=[CH:30][C:5]([CH2:6][C:7]2[N:8]=[C:9]([C:23]3[CH:28]=[CH:27][N:26]=[C:25]([CH3:29])[CH:24]=3)[S:10][C:11]=2[C:12]2[N:16]=[CH:15][N:14](C3CCCCO3)[N:13]=2)=[CH:4][CH:3]=1.Cl.O1CCOCC1. The catalyst is O1CCCC1.CO. The product is [Cl:1][C:2]1[CH:31]=[CH:30][C:5]([CH2:6][C:7]2[N:8]=[C:9]([C:23]3[CH:28]=[CH:27][N:26]=[C:25]([CH3:29])[CH:24]=3)[S:10][C:11]=2[C:12]2[NH:16][CH:15]=[N:14][N:13]=2)=[CH:4][CH:3]=1. The yield is 0.399. (3) The reactants are [H-].[Na+].[O:3]1[C:7]2([CH2:12][CH2:11][CH:10]([CH2:13][OH:14])[CH2:9][CH2:8]2)[O:6][CH2:5][CH2:4]1.[CH2:15](Br)[C:16]1[CH:21]=[CH:20][CH:19]=[CH:18][CH:17]=1.Cl. The catalyst is C1COCC1. The product is [CH2:15]([O:14][CH2:13][CH:10]1[CH2:11][CH2:12][C:7]2([O:6][CH2:5][CH2:4][O:3]2)[CH2:8][CH2:9]1)[C:16]1[CH:21]=[CH:20][CH:19]=[CH:18][CH:17]=1. The yield is 0.770. (4) The reactants are [CH3:1][S-:2].[Na+].Cl[C:5]1[C:10]([O:11][CH2:12][CH2:13][OH:14])=[CH:9][CH:8]=[CH:7][N:6]=1. The catalyst is CN(C=O)C. The product is [CH3:1][S:2][C:5]1[C:10]([O:11][CH2:12][CH2:13][OH:14])=[CH:9][CH:8]=[CH:7][N:6]=1. The yield is 0.360. (5) The reactants are [O:1]1[CH:5]=[CH:4][CH:3]=[C:2]1[C:6]([NH:8][C:9]1[CH:14]=[CH:13][CH:12]=[C:11]([C:15]2[C:23]3[C:18](=[CH:19][CH:20]=[C:21]([C:24]4[N:28]=[CH:27][N:26](C(C5C=CC=CC=5)(C5C=CC=CC=5)C5C=CC=CC=5)[N:25]=4)[CH:22]=3)[N:17](C3CCCCO3)[N:16]=2)[CH:10]=1)=[O:7]. The catalyst is O1CCOCC1.Cl. The product is [NH:26]1[CH:27]=[N:28][C:24]([C:21]2[CH:22]=[C:23]3[C:18](=[CH:19][CH:20]=2)[NH:17][N:16]=[C:15]3[C:11]2[CH:10]=[C:9]([NH:8][C:6]([C:2]3[O:1][CH:5]=[CH:4][CH:3]=3)=[O:7])[CH:14]=[CH:13][CH:12]=2)=[N:25]1. The yield is 0.500.